This data is from Full USPTO retrosynthesis dataset with 1.9M reactions from patents (1976-2016). The task is: Predict the reactants needed to synthesize the given product. (1) Given the product [CH:1]1([CH:6]2[CH2:11][CH2:10][CH2:9][NH:8][CH2:7]2)[CH2:2][CH2:3][CH2:4][CH2:5]1, predict the reactants needed to synthesize it. The reactants are: [CH:1]1([C:6]2[CH:7]=[N:8][CH:9]=[CH:10][CH:11]=2)[CH2:5][CH2:4][CH2:3][CH2:2]1. (2) The reactants are: COC[C:4]([N:6](C)[C:7]1[CH:8]=[C:9]([C:13]2[N:14]=[C:15]([CH2:18][N:19]3[CH:23]=[C:22]([C:24]([O:26]CC)=[O:25])[CH:21]=[N:20]3)[S:16][CH:17]=2)[CH:10]=[CH:11][CH:12]=1)=O.[OH-].[Na+].Cl. Given the product [CH3:4][NH:6][C:7]1[CH:8]=[C:9]([C:13]2[N:14]=[C:15]([CH2:18][N:19]3[CH:23]=[C:22]([C:24]([OH:26])=[O:25])[CH:21]=[N:20]3)[S:16][CH:17]=2)[CH:10]=[CH:11][CH:12]=1, predict the reactants needed to synthesize it.